From a dataset of Full USPTO retrosynthesis dataset with 1.9M reactions from patents (1976-2016). Predict the reactants needed to synthesize the given product. Given the product [S:45]([N:18]1[CH:19]=[CH:20][C:21]([N:22]2[CH:26]=[CH:25][CH:24]=[C:23]2[C:27]([C:29]2[CH:34]=[CH:33][C:32]([O:35][CH2:36][C:37]3[CH:42]=[CH:41][CH:40]=[CH:39][CH:38]=3)=[CH:31][C:30]=2[O:43][CH3:44])=[O:28])=[C:17]1[C:15]([C:12]1[CH:13]=[CH:14][C:9]([O:8][CH2:1][C:2]2[CH:7]=[CH:6][CH:5]=[CH:4][CH:3]=2)=[CH:10][C:11]=1[O:55][CH3:56])=[O:16])([C:48]1[CH:49]=[CH:50][C:51]([CH3:52])=[CH:53][CH:54]=1)(=[O:47])=[O:46], predict the reactants needed to synthesize it. The reactants are: [CH2:1]([O:8][C:9]1[CH:14]=[CH:13][C:12]([C:15]([C:17]2[N:18]([S:45]([C:48]3[CH:54]=[CH:53][C:51]([CH3:52])=[CH:50][CH:49]=3)(=[O:47])=[O:46])[CH:19]=[CH:20][C:21]=2[N:22]2[CH:26]=[CH:25][CH:24]=[C:23]2[CH:27]([C:29]2[CH:34]=[CH:33][C:32]([O:35][CH2:36][C:37]3[CH:42]=[CH:41][CH:40]=[CH:39][CH:38]=3)=[CH:31][C:30]=2[O:43][CH3:44])[OH:28])=[O:16])=[C:11]([O:55][CH3:56])[CH:10]=1)[C:2]1[CH:7]=[CH:6][CH:5]=[CH:4][CH:3]=1.